From a dataset of Reaction yield outcomes from USPTO patents with 853,638 reactions. Predict the reaction yield, written as a fraction of the theoretical maximum amount of product (1.0 means a 100% yield; for example, 0.34 means a 34% yield). (1) The reactants are [NH2:1][C:2]1[C:7]2[NH:8][C:9]([C:11]3[CH:16]=[CH:15][C:14]([Br:17])=[CH:13][CH:12]=3)=[N:10][C:6]=2[CH:5]=[C:4]([NH:18][C:19]([O:21][CH3:22])=[O:20])[CH:3]=1.[C:23](OC(=O)C)(=[O:25])[CH3:24]. The catalyst is ClCCl. The product is [C:23]([NH:1][C:2]1[C:7]2[NH:8][C:9]([C:11]3[CH:16]=[CH:15][C:14]([Br:17])=[CH:13][CH:12]=3)=[N:10][C:6]=2[CH:5]=[C:4]([NH:18][C:19]([O:21][CH3:22])=[O:20])[CH:3]=1)(=[O:25])[CH3:24]. The yield is 0.800. (2) The reactants are [Br:1][C:2]1[CH:7]=[CH:6][C:5]([C:8]2[CH:13]=[CH:12][C:11]([Br:14])=[CH:10][C:9]=2[N+:15]([O-])=O)=[C:4]([N+:18]([O-])=O)[CH:3]=1.CCO.[OH-].[Na+]. The catalyst is Cl. The product is [Br:1][C:2]1[CH:7]=[CH:6][C:5]([C:8]2[CH:13]=[CH:12][C:11]([Br:14])=[CH:10][C:9]=2[NH2:15])=[C:4]([NH2:18])[CH:3]=1. The yield is 0.670. (3) The reactants are [C:1]([O:5][C:6](=[O:21])[NH:7][C:8]1[CH:9]=[N:10][CH:11]=[CH:12][C:13]=1[N:14]1[CH2:19][CH2:18][CH2:17][CH2:16][CH:15]1[CH3:20])([CH3:4])([CH3:3])[CH3:2].[H-].[Na+].I[CH3:25].[NH4+].[Cl-]. The catalyst is C1COCC1. The product is [C:1]([O:5][C:6](=[O:21])[N:7]([CH3:25])[C:8]1[CH:9]=[N:10][CH:11]=[CH:12][C:13]=1[N:14]1[CH2:19][CH2:18][CH2:17][CH2:16][CH:15]1[CH3:20])([CH3:4])([CH3:2])[CH3:3]. The yield is 0.590. (4) The reactants are [F:1][C:2]1[CH:3]=[C:4]([CH:7]=[C:8]([OH:11])[C:9]=1[OH:10])[CH:5]=[O:6].[C:12]([O-])([O-])=O.[Cs+].[Cs+].O. The catalyst is CN(C=O)C. The product is [F:1][C:2]1[C:9]2[O:10][CH2:12][O:11][C:8]=2[CH:7]=[C:4]([CH:5]=[O:6])[CH:3]=1. The yield is 0.490. (5) The reactants are C[O:2][C:3](=[O:17])[CH2:4][C:5]1[CH:10]=[CH:9][CH:8]=[C:7]([S:11](=[O:16])(=[O:15])[NH:12][CH2:13][CH3:14])[CH:6]=1.O[Li].O. The catalyst is C1COCC1.O.C(OCC)(=O)C.C(O)(=O)CC(CC(O)=O)(C(O)=O)O. The product is [CH2:13]([NH:12][S:11]([C:7]1[CH:6]=[C:5]([CH2:4][C:3]([OH:17])=[O:2])[CH:10]=[CH:9][CH:8]=1)(=[O:16])=[O:15])[CH3:14]. The yield is 0.990.